Dataset: Peptide-MHC class II binding affinity with 134,281 pairs from IEDB. Task: Regression. Given a peptide amino acid sequence and an MHC pseudo amino acid sequence, predict their binding affinity value. This is MHC class II binding data. (1) The MHC is DRB1_0101 with pseudo-sequence DRB1_0101. The binding affinity (normalized) is 0.175. The peptide sequence is QQGVTVDSIGML. (2) The peptide sequence is EKKYFAATQFYPLAA. The MHC is DRB1_1602 with pseudo-sequence DRB1_1602. The binding affinity (normalized) is 0.785. (3) The peptide sequence is PVQEFTVPRTKYTAT. The MHC is DRB4_0101 with pseudo-sequence DRB4_0103. The binding affinity (normalized) is 0. (4) The peptide sequence is EKPYFAATQFEPLAA. The MHC is HLA-DPA10301-DPB10402 with pseudo-sequence HLA-DPA10301-DPB10402. The binding affinity (normalized) is 0.851. (5) The peptide sequence is MTSLALVGAALHPFA. The MHC is DRB1_0404 with pseudo-sequence DRB1_0404. The binding affinity (normalized) is 0.820. (6) The peptide sequence is SQDLELSWNLNGLQSY. The MHC is HLA-DQA10101-DQB10501 with pseudo-sequence HLA-DQA10101-DQB10501. The binding affinity (normalized) is 0.867. (7) The peptide sequence is DEVLIEVNPPFGDSY. The MHC is DRB1_0701 with pseudo-sequence DRB1_0701. The binding affinity (normalized) is 0.219.